From a dataset of Full USPTO retrosynthesis dataset with 1.9M reactions from patents (1976-2016). Predict the reactants needed to synthesize the given product. (1) Given the product [NH4+:7].[OH-:15].[CH2:6]([N:7]1[CH:6]=[C:5]([C:1]([CH3:4])([CH3:3])[CH3:2])[S:9][C:8]1=[NH:10])[CH2:5][C:1]#[CH:2], predict the reactants needed to synthesize it. The reactants are: [C:1]([C:5]1[S:9][C:8]([NH2:10])=[N:7][CH:6]=1)([CH3:4])([CH3:3])[CH3:2].C(Cl)Cl.C[OH:15]. (2) Given the product [CH:19]1[C:20]([N:21]=[C:22]=[S:23])=[CH:37][C:12]2[C:11]([O:16][C:2]3([C:3]4[CH:42]=[CH:43][C:44]([OH:81])=[CH:45][C:46]=4[O:48][C:49]4[CH:50]=[C:51]([OH:61])[CH:52]=[CH:53][C:54]3=4)[C:14]=2[CH:18]=1)=[O:15], predict the reactants needed to synthesize it. The reactants are: N[C@H:2](C(O)=O)[CH2:3]CC(=O)N.[C:11]([O-:16])(=[O:15])[C:12]([CH3:14])=O.[Na+].[CH3:18][C:19]1(C)[S:23][C@@H:22]2[C@H](NC(CC3C=CC=CC=3)=O)C(=O)[N:21]2[C@H:20]1[C:37]([O-])=O.[K+].[CH3:42][C@@H:43]1O[C@@H:46]([O:48][C@H:49]2[C@H:54](O)[C@@H:53](O)[C@H:52](NC(N)=N)[C@@H:51]([OH:61])[C@@H:50]2NC(N)=N)[C@H:45](O[C@@H]2O[C@@H](CO)[C@H](O)[C@@H](O)[C@@H]2NC)[C@@:44]1([OH:81])C=O.N[C@H](C([O-])=O)CCC([O-])=O. (3) Given the product [CH2:25]([NH:32][C:33]([C:35]1[S:39][C:38]([N:40]2[C:44]([CH3:45])=[C:43]([C:46](=[O:48])[NH:8][CH2:1][C:2]3[CH:7]=[CH:6][CH:5]=[CH:4][CH:3]=3)[N:42]=[N:41]2)=[N:37][C:36]=1[CH3:49])=[O:34])[C:26]1[CH:31]=[CH:30][CH:29]=[CH:28][CH:27]=1, predict the reactants needed to synthesize it. The reactants are: [CH2:1]([NH:8]C(C1SC(N2C=C(C(O)=O)N=N2)=NC=1C)=O)[C:2]1[CH:7]=[CH:6][CH:5]=[CH:4][CH:3]=1.[CH2:25]([NH:32][C:33]([C:35]1[S:39][C:38]([N:40]2[C:44]([CH3:45])=[C:43]([C:46]([OH:48])=O)[N:42]=[N:41]2)=[N:37][C:36]=1[CH3:49])=[O:34])[C:26]1[CH:31]=[CH:30][CH:29]=[CH:28][CH:27]=1.C(N)C1C=CC=CC=1. (4) Given the product [Cl:1][C:2]1[NH:3][C:4]([C:9]2[CH:14]=[CH:13][CH:12]=[CH:11][CH:10]=2)=[N:5][C:6]=1[CH2:7][N:45]1[CH2:46][CH2:47][N:42]([C:40](=[O:41])[CH2:39][O:38][CH2:37][CH:32]2[CH2:33][CH2:34][CH2:35][CH2:36][N:31]2[S:28]([C:24]2[C:23]([CH3:48])=[CH:22][C:21]([O:20][CH3:19])=[CH:26][C:25]=2[CH3:27])(=[O:29])=[O:30])[CH2:43][CH2:44]1, predict the reactants needed to synthesize it. The reactants are: [Cl:1][C:2]1[N:3]=[C:4]([C:9]2[CH:14]=[CH:13][CH:12]=[CH:11][CH:10]=2)[NH:5][C:6]=1[CH:7]=O.C(O)(=O)C.[CH3:19][O:20][C:21]1[CH:26]=[C:25]([CH3:27])[C:24]([S:28]([N:31]2[CH2:36][CH2:35][CH2:34][CH2:33][CH:32]2[CH2:37][O:38][CH2:39][C:40]([N:42]2[CH2:47][CH2:46][NH:45][CH2:44][CH2:43]2)=[O:41])(=[O:30])=[O:29])=[C:23]([CH3:48])[CH:22]=1.C(O[BH-](OC(=O)C)OC(=O)C)(=O)C.[Na+]. (5) Given the product [C:14]1([CH:20]([NH:30][C:5]([CH:1]2[CH2:2][CH2:3][CH2:4]2)=[O:7])[CH2:21][CH2:22][N:23]2[CH2:28][CH2:27][C:26](=[O:29])[CH2:25][CH2:24]2)[CH:19]=[CH:18][CH:17]=[CH:16][CH:15]=1, predict the reactants needed to synthesize it. The reactants are: [CH:1]1([C:5]([OH:7])=O)[CH2:4][CH2:3][CH2:2]1.C(Cl)(=O)C(Cl)=O.[C:14]1([CH:20]([NH2:30])[CH2:21][CH2:22][N:23]2[CH2:28][CH2:27][C:26](=[O:29])[CH2:25][CH2:24]2)[CH:19]=[CH:18][CH:17]=[CH:16][CH:15]=1.C(N(CC)CC)C. (6) Given the product [Cl:1][C:2]1[C:15]2[C:14](=[O:16])[C:13]3[C:8](=[C:9]([Cl:17])[CH:10]=[CH:11][CH:12]=3)[CH2:7][C:6]=2[CH:5]=[CH:4][CH:3]=1, predict the reactants needed to synthesize it. The reactants are: [Cl:1][C:2]1[C:15]2[C:14](=[O:16])[C:13]3[C:8](=[C:9]([Cl:17])[CH:10]=[CH:11][CH:12]=3)[C:7](=O)[C:6]=2[CH:5]=[CH:4][CH:3]=1.Cl[Sn]Cl.Cl.C(O)(=O)C.